From a dataset of Reaction yield outcomes from USPTO patents with 853,638 reactions. Predict the reaction yield, written as a fraction of the theoretical maximum amount of product (1.0 means a 100% yield; for example, 0.34 means a 34% yield). (1) The reactants are Cl[C:2]1[C:7]([Cl:8])=[N:6][CH:5]=[CH:4][N:3]=1.[CH:9]([N:12]1[CH2:17][CH2:16][NH:15][CH2:14][CH2:13]1)([CH3:11])[CH3:10].C(=O)([O-])[O-].[K+].[K+].CCCCCC. The catalyst is C(#N)C. The product is [Cl:8][C:7]1[C:2]([N:15]2[CH2:16][CH2:17][N:12]([CH:9]([CH3:11])[CH3:10])[CH2:13][CH2:14]2)=[N:3][CH:4]=[CH:5][N:6]=1. The yield is 0.790. (2) The reactants are [Br:1][C:2]1[CH:21]=[CH:20][C:5]2[C:6]([CH3:19])=[C:7]([C:9]([C:11]3[CH:16]=[CH:15][C:14]([Cl:17])=[CH:13][C:12]=3[Cl:18])=[O:10])[O:8][C:4]=2[CH:3]=1.N(C(C)(C)C#N)=NC(C)(C)C#N.[Br:34]N1C(=O)CCC1=O. The catalyst is C(Cl)(Cl)(Cl)Cl. The product is [Br:1][C:2]1[CH:21]=[CH:20][C:5]2[C:6]([CH2:19][Br:34])=[C:7]([C:9]([C:11]3[CH:16]=[CH:15][C:14]([Cl:17])=[CH:13][C:12]=3[Cl:18])=[O:10])[O:8][C:4]=2[CH:3]=1. The yield is 0.650. (3) The reactants are [OH-].[Na+].[Cl:3][C:4]1[CH:9]=[CH:8][CH:7]=[C:6]([Cl:10])[C:5]=1[C:11]1[C:15]([CH2:16][O:17][C:18]2[CH:23]=[CH:22][C:21]([C:24]3[CH:25]=[C:26]4[C:31](=[CH:32][C:33]=3[F:34])[N:30]=[C:29]([C:35]([O:37]CC)=[O:36])[CH:28]=[CH:27]4)=[CH:20][CH:19]=2)=[C:14]([CH:40]([CH3:42])[CH3:41])[O:13][N:12]=1.Cl.O. The catalyst is O1CCCC1.CO. The product is [Cl:10][C:6]1[CH:7]=[CH:8][CH:9]=[C:4]([Cl:3])[C:5]=1[C:11]1[C:15]([CH2:16][O:17][C:18]2[CH:19]=[CH:20][C:21]([C:24]3[CH:25]=[C:26]4[C:31](=[CH:32][C:33]=3[F:34])[N:30]=[C:29]([C:35]([OH:37])=[O:36])[CH:28]=[CH:27]4)=[CH:22][CH:23]=2)=[C:14]([CH:40]([CH3:42])[CH3:41])[O:13][N:12]=1. The yield is 0.950. (4) The reactants are [CH2:1]([C:8]1[CH:17]=[CH:16][C:15]2[N:14]=[C:13]3[CH:18]=[N:19][N:20]([CH3:21])[C:12]3=[C:11](Cl)[C:10]=2[CH:9]=1)[C:2]1[CH:7]=[CH:6][CH:5]=[CH:4][CH:3]=1.C(O)(=[O:25])C. No catalyst specified. The product is [CH2:1]([C:8]1[CH:17]=[CH:16][C:15]2[NH:14][C:13]3[CH:18]=[N:19][N:20]([CH3:21])[C:12]=3[C:11](=[O:25])[C:10]=2[CH:9]=1)[C:2]1[CH:7]=[CH:6][CH:5]=[CH:4][CH:3]=1. The yield is 0.960. (5) The reactants are [Cl:1][C:2]1[CH:3]=[C:4](/[CH:22]=[CH:23]/[C:24]([O:26]CC)=[O:25])[CH:5]=[N:6][C:7]=1[NH:8][CH:9]1[CH2:14][CH2:13][N:12]([CH2:15][C:16]2[CH:21]=[CH:20][N:19]=[CH:18][CH:17]=2)[CH2:11][CH2:10]1. The catalyst is C1COCC1.CO. The product is [Cl:1][C:2]1[CH:3]=[C:4](/[CH:22]=[CH:23]/[C:24]([OH:26])=[O:25])[CH:5]=[N:6][C:7]=1[NH:8][CH:9]1[CH2:14][CH2:13][N:12]([CH2:15][C:16]2[CH:21]=[CH:20][N:19]=[CH:18][CH:17]=2)[CH2:11][CH2:10]1. The yield is 1.64. (6) The product is [CH2:1]([O:3][C:4](=[O:29])[CH2:5][N:6]1[C:11]([Cl:30])=[CH:10][N:9]=[C:8]([NH:12][CH2:13][CH2:14][CH2:15][N:16]([C:21]([O:23][C:24]([CH3:25])([CH3:27])[CH3:26])=[O:22])[CH2:17][CH:18]2[CH2:19][CH2:20]2)[C:7]1=[O:28])[CH3:2]. The yield is 0.810. The catalyst is ClCCCl. The reactants are [CH2:1]([O:3][C:4](=[O:29])[CH2:5][N:6]1[CH:11]=[CH:10][N:9]=[C:8]([NH:12][CH2:13][CH2:14][CH2:15][N:16]([C:21]([O:23][C:24]([CH3:27])([CH3:26])[CH3:25])=[O:22])[CH2:17][CH:18]2[CH2:20][CH2:19]2)[C:7]1=[O:28])[CH3:2].[Cl:30]N1C(=O)CCC1=O.